Dataset: Reaction yield outcomes from USPTO patents with 853,638 reactions. Task: Predict the reaction yield, written as a fraction of the theoretical maximum amount of product (1.0 means a 100% yield; for example, 0.34 means a 34% yield). (1) The reactants are [CH3:1][O:2][C:3]1[CH:4]=[CH:5][C:6]([CH3:9])=[N:7][CH:8]=1.[O-:10][Mn](=O)(=O)=O.[K+].[C:16]([O-])([O-])=[O:17].[K+].[K+].CI. The catalyst is O.CN(C=O)C. The product is [CH3:16][O:17][C:9]([C:6]1[CH:5]=[CH:4][C:3]([O:2][CH3:1])=[CH:8][N:7]=1)=[O:10]. The yield is 0.220. (2) The reactants are [C:1]([N:8]1[CH2:13][CH2:12][NH:11][CH2:10][CH2:9]1)([O:3][C:4]([CH3:7])([CH3:6])[CH3:5])=[O:2].F[C:15]1[CH:22]=[CH:21][CH:20]=[C:19]([Cl:23])[C:16]=1[C:17]#[N:18].C(=O)([O-])[O-].[K+].[K+]. The catalyst is CS(C)=O.C(OCC)C. The product is [C:1]([N:8]1[CH2:9][CH2:10][N:11]([C:15]2[CH:22]=[CH:21][CH:20]=[C:19]([Cl:23])[C:16]=2[C:17]#[N:18])[CH2:12][CH2:13]1)([O:3][C:4]([CH3:7])([CH3:6])[CH3:5])=[O:2]. The yield is 0.860. (3) The reactants are [CH3:1][C:2]1[S:3][C:4]2[CH:10]=[C:9]([O:11][C:12]3[CH:17]=[CH:16][CH:15]=[CH:14][CH:13]=3)[CH:8]=[CH:7][C:5]=2[N:6]=1.C1C(=O)N([Br:25])C(=O)C1.CC(N=NC(C#N)(C)C)(C#N)C. The catalyst is C(Cl)(Cl)(Cl)Cl. The product is [Br:25][CH2:1][C:2]1[S:3][C:4]2[CH:10]=[C:9]([O:11][C:12]3[CH:13]=[CH:14][CH:15]=[CH:16][CH:17]=3)[CH:8]=[CH:7][C:5]=2[N:6]=1. The yield is 0.0630.